From a dataset of Full USPTO retrosynthesis dataset with 1.9M reactions from patents (1976-2016). Predict the reactants needed to synthesize the given product. Given the product [CH:1]1([C:6]([C:8]2[CH:13]=[C:12]([CH3:14])[CH:11]=[CH:10][C:9]=2[NH:15][C:16](=[O:27])[NH:17][C:18]2[S:19][CH:20]=[C:21]([CH2:23][C:24]([N:32]3[CH2:33][CH2:34][N:29]([CH3:28])[CH2:30][CH2:31]3)=[O:25])[N:22]=2)=[O:7])[CH2:2][CH2:3][CH2:4][CH2:5]1, predict the reactants needed to synthesize it. The reactants are: [CH:1]1([C:6]([C:8]2[CH:13]=[C:12]([CH3:14])[CH:11]=[CH:10][C:9]=2[NH:15][C:16](=[O:27])[NH:17][C:18]2[S:19][CH:20]=[C:21]([CH2:23][C:24](O)=[O:25])[N:22]=2)=[O:7])[CH2:5][CH2:4][CH2:3][CH2:2]1.[CH3:28][N:29]1[CH2:34][CH2:33][NH:32][CH2:31][CH2:30]1.